This data is from Forward reaction prediction with 1.9M reactions from USPTO patents (1976-2016). The task is: Predict the product of the given reaction. (1) Given the reactants S(=O)(=O)(O)O.[C:6]([C:8]1[CH:9]=[C:10]([CH:15]=[CH:16][CH:17]=1)[C:11]([O:13][CH3:14])=[O:12])#[N:7].[CH3:18][O:19][C:20]1[C:28]2[O:27][C:26]([CH3:30])([CH3:29])[CH2:25][C:24]=2[CH:23]=[C:22]([CH:31]=[C:32]([CH3:34])[CH3:33])[CH:21]=1.C([O-])(=O)C.[Na+].N, predict the reaction product. The product is: [CH3:14][O:13][C:11](=[O:12])[C:10]1[CH:15]=[CH:16][CH:17]=[C:8]([C:6]2[C:23]3[C:22](=[CH:21][C:20]([O:19][CH3:18])=[C:28]4[O:27][C:26]([CH3:30])([CH3:29])[CH2:25][C:24]4=3)[CH2:31][C:32]([CH3:34])([CH3:33])[N:7]=2)[CH:9]=1. (2) Given the reactants S(Cl)([Cl:3])=O.[NH:5](C(OC(C)(C)C)=O)[C@H:6]([C:17]([OH:19])=[O:18])[CH2:7][C:8]1[CH:13]=[CH:12][C:11]([N+:14]([O-:16])=[O:15])=[CH:10][CH:9]=1.[CH3:27]O, predict the reaction product. The product is: [ClH:3].[CH3:27][O:19][C:17](=[O:18])[C@H:6]([CH2:7][C:8]1[CH:9]=[CH:10][C:11]([N+:14]([O-:16])=[O:15])=[CH:12][CH:13]=1)[NH2:5]. (3) Given the reactants [CH3:1][O:2][CH2:3][CH2:4][O:5][CH2:6][CH2:7][O:8][CH2:9][CH2:10][O:11][CH2:12][CH2:13][O:14][CH2:15][CH2:16][O:17][CH2:18][CH2:19][O:20][CH2:21][C:22]([OH:24])=[O:23].O[CH2:26][C@H:27]1[O:31][C:30](=[O:32])[N:29]([C:33]2[CH:42]=[C:41]3[C:36]([CH:37]=[C:38]([C:44]4[CH:49]=[CH:48][CH:47]=[CH:46][C:45]=4[C:50]([F:53])([F:52])[F:51])[NH:39][C:40]3=[O:43])=[CH:35][CH:34]=2)[CH2:28]1.COCCOCCOCCOCCOCCOCCO, predict the reaction product. The product is: [CH3:1][O:2][CH2:3][CH2:4][O:5][CH2:6][CH2:7][O:8][CH2:9][CH2:10][O:11][CH2:12][CH2:13][O:14][CH2:15][CH2:16][O:17][CH2:18][CH2:19][O:20][CH2:21][C:22]([O:24][CH2:26][C@H:27]1[O:31][C:30](=[O:32])[N:29]([C:33]2[CH:42]=[C:41]3[C:36]([CH:37]=[C:38]([C:44]4[CH:49]=[CH:48][CH:47]=[CH:46][C:45]=4[C:50]([F:52])([F:51])[F:53])[NH:39][C:40]3=[O:43])=[CH:35][CH:34]=2)[CH2:28]1)=[O:23].[CH3:1][O:2][CH2:3][CH2:4][O:5][CH2:6][CH2:7][O:8][CH2:9][CH2:10][O:11][CH2:12][CH2:13][O:14][CH2:15][CH2:16][O:17][CH2:18][CH2:19][O:20][CH2:21][C:22]([OH:24])=[O:23]. (4) Given the reactants [Cl:1][C:2]1[CH:3]=[CH:4][CH:5]=[C:6]([NH2:11])[C:7]=1[C:8]([OH:10])=O.[CH2:12]([O:14][CH:15]([O:20][CH2:21][CH3:22])[C:16](=[NH:19])OC)[CH3:13], predict the reaction product. The product is: [Cl:1][C:2]1[CH:3]=[CH:4][CH:5]=[C:6]2[C:7]=1[C:8](=[O:10])[NH:19][C:16]([CH:15]([O:20][CH2:21][CH3:22])[O:14][CH2:12][CH3:13])=[N:11]2.